The task is: Predict the product of the given reaction.. This data is from Forward reaction prediction with 1.9M reactions from USPTO patents (1976-2016). (1) Given the reactants C([O:4][CH2:5][C@@H:6]1[C@@H:11]([O:12]C(=O)C)[C@H:10]([O:16]C(=O)C)[C@H:9]([O:20]C(=O)C)[CH:8]([C:24]2[CH:29]=[CH:28][CH:27]=[C:26]([OH:30])[CH:25]=2)[O:7]1)(=O)C.C(N(CC)CC)C.[N:38]([C:41]1[S:42][CH:43]=[CH:44][CH:45]=1)=[C:39]=[O:40], predict the reaction product. The product is: [S:42]1[CH:43]=[CH:44][CH:45]=[C:41]1[NH:38][C:39](=[O:40])[O:30][C:26]1[CH:27]=[CH:28][CH:29]=[C:24]([C@@H:8]2[C@@H:9]([OH:20])[C@@H:10]([OH:16])[C@H:11]([OH:12])[C@@H:6]([CH2:5][OH:4])[O:7]2)[CH:25]=1. (2) Given the reactants C1(P(C2C=CC=CC=2)C2C=CC=CC=2)C=CC=CC=1.Br[C:21]1[N:29]2[C:24]([CH:25]=[N:26][C:27]([NH:30][C:31]3[CH:36]=[CH:35][CH:34]=[C:33]([N:37]4[CH2:42][CH2:41][O:40][CH2:39][CH2:38]4)[CH:32]=3)=[N:28]2)=[CH:23][CH:22]=1.[F:43][C:44]1[CH:45]=[C:46](B(O)O)[CH:47]=[CH:48][CH:49]=1.C(=O)([O-])[O-].[Na+].[Na+].[Cl-].[Na+], predict the reaction product. The product is: [F:43][C:44]1[CH:49]=[C:48]([C:21]2[N:29]3[C:24]([CH:25]=[N:26][C:27]([NH:30][C:31]4[CH:36]=[CH:35][CH:34]=[C:33]([N:37]5[CH2:42][CH2:41][O:40][CH2:39][CH2:38]5)[CH:32]=4)=[N:28]3)=[CH:23][CH:22]=2)[CH:47]=[CH:46][CH:45]=1. (3) Given the reactants C(O[C:6](=[O:25])[NH:7][CH2:8][C:9]1[CH:14]=[CH:13][C:12]([C:15]2[C:16]3[CH:23]=[CH:22][NH:21][C:17]=3[N:18]=[CH:19][N:20]=2)=[CH:11][C:10]=1[F:24])(C)(C)C.[C:26]([C:30]1[CH:38]=[CH:37][C:33](C(O)=O)=[CH:32][CH:31]=1)([CH3:29])([CH3:28])[CH3:27].CCN(C(C)C)C(C)C.CN(C(ON1N=NC2C=CC=NC1=2)=[N+](C)C)C.F[P-](F)(F)(F)(F)F, predict the reaction product. The product is: [C:26]([C:30]1[CH:38]=[CH:37][C:33]([C:6]([NH:7][CH2:8][C:9]2[CH:14]=[CH:13][C:12]([C:15]3[C:16]4[CH:23]=[CH:22][NH:21][C:17]=4[N:18]=[CH:19][N:20]=3)=[CH:11][C:10]=2[F:24])=[O:25])=[CH:32][CH:31]=1)([CH3:29])([CH3:28])[CH3:27]. (4) Given the reactants [CH2:1]([O:3][C:4](=[O:23])[CH2:5][NH:6][C:7]([C:9]1[C:10](=[O:22])[S:11][C:12]2[C:17]([C:18]=1[OH:19])=[CH:16][C:15]([Cl:20])=[CH:14][C:13]=2Br)=[O:8])[CH3:2].C([Sn](CCCC)(CCCC)[C:29]1[CH:34]=[CH:33][CH:32]=[CH:31][CH:30]=1)CCC, predict the reaction product. The product is: [CH2:1]([O:3][C:4](=[O:23])[CH2:5][NH:6][C:7]([C:9]1[C:10](=[O:22])[S:11][C:12]2[C:17]([C:18]=1[OH:19])=[CH:16][C:15]([Cl:20])=[CH:14][C:13]=2[C:29]1[CH:34]=[CH:33][CH:32]=[CH:31][CH:30]=1)=[O:8])[CH3:2]. (5) The product is: [NH2:8][C@@H:9]([CH:26]1[CH2:31][CH2:30][CH2:29][CH2:28][CH2:27]1)[C:10]([N:12]1[C@H:17]([C:18]([O:20][CH3:21])=[O:19])[CH2:16][N:15]2[CH2:22][C@H:23]([OH:25])[CH2:24][C@@H:14]2[CH2:13]1)=[O:11]. Given the reactants C(OC([NH:8][C@@H:9]([CH:26]1[CH2:31][CH2:30][CH2:29][CH2:28][CH2:27]1)[C:10]([N:12]1[C@H:17]([C:18]([O:20][CH3:21])=[O:19])[CH2:16][N:15]2[CH2:22][C@H:23]([OH:25])[CH2:24][C@@H:14]2[CH2:13]1)=[O:11])=O)(C)(C)C, predict the reaction product. (6) Given the reactants [Cl:1][C:2]1[N:7]=[CH:6][NH:5][C:4]2=[N:8][CH:9]=[CH:10][C:3]=12.O1CCOCC1.N12CCCN=C1CCCCC2.[C:28]([O:32][C:33](O[C:33]([O:32][C:28]([CH3:31])([CH3:30])[CH3:29])=[O:34])=[O:34])([CH3:31])([CH3:30])[CH3:29].C(=O)=O, predict the reaction product. The product is: [Cl:1][C:2]1[C:3]2[CH:10]=[CH:9][N:8]([C:33]([O:32][C:28]([CH3:31])([CH3:30])[CH3:29])=[O:34])[C:4]=2[N:5]=[CH:6][N:7]=1. (7) Given the reactants Br[C:2]1[CH:3]=[C:4]2[C:9](=[C:10]([OH:12])[CH:11]=1)[N:8]=[CH:7][NH:6][C:5]2=[O:13].C(N(CC)CC)C.CO.[C]=O.[C:25]([O:28][CH2:29]C)(=[O:27])C, predict the reaction product. The product is: [OH:12][C:10]1[CH:11]=[C:2]([C:25]([O:28][CH3:29])=[O:27])[CH:3]=[C:4]2[C:9]=1[N:8]=[CH:7][NH:6][C:5]2=[O:13].